This data is from Catalyst prediction with 721,799 reactions and 888 catalyst types from USPTO. The task is: Predict which catalyst facilitates the given reaction. (1) Reactant: [Cl:1][C:2]1[CH:7]=[C:6]([C:8]2[CH:13]=[N:12][CH:11]=[C:10]([CH3:14])[N:9]=2)[CH:5]=[CH:4][C:3]=1[C:15]1[C:27](=[O:28])[N:26]([CH2:29][CH2:30][O:31][CH:32]2[CH2:35][N:34]([C:36]([O:38][C:39]([CH3:42])([CH3:41])[CH3:40])=[O:37])[CH2:33]2)[C:18]2[N:19]=[C:20](S(C)=O)[N:21]=[CH:22][C:17]=2[CH:16]=1.[CH3:43][CH2:44][N:45](C(C)C)C(C)C.Cl.C(N)C. Product: [Cl:1][C:2]1[CH:7]=[C:6]([C:8]2[CH:13]=[N:12][CH:11]=[C:10]([CH3:14])[N:9]=2)[CH:5]=[CH:4][C:3]=1[C:15]1[C:27](=[O:28])[N:26]([CH2:29][CH2:30][O:31][CH:32]2[CH2:35][N:34]([C:36]([O:38][C:39]([CH3:42])([CH3:41])[CH3:40])=[O:37])[CH2:33]2)[C:18]2[N:19]=[C:20]([NH:45][CH2:44][CH3:43])[N:21]=[CH:22][C:17]=2[CH:16]=1. The catalyst class is: 1. (2) Reactant: [CH3:1][S:2][CH2:3][CH2:4][O:5][C:6]1[CH:7]=[N:8][C:9]([NH:12][CH2:13][C:14]2[CH:19]=[C:18]([C:20]([F:23])([F:22])[F:21])[CH:17]=[CH:16][C:15]=2[N:24]([CH2:27][C@H:28]2[CH2:33][CH2:32][C@H:31]([CH2:34][C:35]([O:37][CH2:38][CH3:39])=[O:36])[CH2:30][CH2:29]2)[CH2:25][CH3:26])=[N:10][CH:11]=1.[H-].[Na+].Br[CH:43]([C:45]1[CH:50]=[C:49]([C:51]([F:54])([F:53])[F:52])[CH:48]=[C:47]([C:55]([F:58])([F:57])[F:56])[CH:46]=1)[CH3:44].O. Product: [F:52][C:51]([F:53])([F:54])[C:49]1[CH:50]=[C:45]([CH:43]([N:12]([CH2:13][C:14]2[CH:19]=[C:18]([C:20]([F:22])([F:21])[F:23])[CH:17]=[CH:16][C:15]=2[N:24]([CH2:27][C@H:28]2[CH2:29][CH2:30][C@H:31]([CH2:34][C:35]([O:37][CH2:38][CH3:39])=[O:36])[CH2:32][CH2:33]2)[CH2:25][CH3:26])[C:9]2[N:8]=[CH:7][C:6]([O:5][CH2:4][CH2:3][S:2][CH3:1])=[CH:11][N:10]=2)[CH3:44])[CH:46]=[C:47]([C:55]([F:56])([F:57])[F:58])[CH:48]=1.[F:56][C:55]([F:58])([F:57])[C:47]1[CH:46]=[C:45]([CH:43]([N:12]([CH2:13][C:14]2[CH:19]=[C:18]([C:20]([F:21])([F:22])[F:23])[CH:17]=[CH:16][C:15]=2[N:24]([CH2:27][C@H:28]2[CH2:33][CH2:32][C@H:31]([CH2:34][C:35]([OH:37])=[O:36])[CH2:30][CH2:29]2)[CH2:25][CH3:26])[C:9]2[N:8]=[CH:7][C:6]([O:5][CH2:4][CH2:3][S:2][CH3:1])=[CH:11][N:10]=2)[CH3:44])[CH:50]=[C:49]([C:51]([F:54])([F:53])[F:52])[CH:48]=1. The catalyst class is: 213. (3) The catalyst class is: 2. Product: [C:1]1([N:7]2[C:11]([NH:12][C:27](=[O:28])[O:29][C:30]3[CH:35]=[CH:34][CH:33]=[CH:32][CH:31]=3)=[CH:10][C:9]([C:13]([CH3:19])([CH3:18])[C:14]([F:16])([F:17])[F:15])=[N:8]2)[CH:2]=[CH:3][CH:4]=[CH:5][CH:6]=1. Reactant: [C:1]1([N:7]2[C:11]([NH2:12])=[CH:10][C:9]([C:13]([CH3:19])([CH3:18])[C:14]([F:17])([F:16])[F:15])=[N:8]2)[CH:6]=[CH:5][CH:4]=[CH:3][CH:2]=1.C(=O)([O-])[O-].[K+].[K+].Cl[C:27]([O:29][C:30]1[CH:35]=[CH:34][CH:33]=[CH:32][CH:31]=1)=[O:28]. (4) Reactant: [F:1][C:2]([F:17])([F:16])[C:3]1[CH:4]=[CH:5][C:6]([C:9]2[CH:14]=[CH:13][NH:12][C:11](=[O:15])[CH:10]=2)=[N:7][CH:8]=1.Br[C:19]1[CH:24]=[CH:23][C:22]2[C:25]3[CH2:26][N:27]([C:32]([O:34][C:35]([CH3:38])([CH3:37])[CH3:36])=[O:33])[CH2:28][CH2:29][C:30]=3[O:31][C:21]=2[CH:20]=1.C([O-])([O-])=O.[Cs+].[Cs+].CN[C@@H]1CCCC[C@H]1NC. Product: [O:15]=[C:11]1[CH:10]=[C:9]([C:6]2[CH:5]=[CH:4][C:3]([C:2]([F:1])([F:16])[F:17])=[CH:8][N:7]=2)[CH:14]=[CH:13][N:12]1[C:19]1[CH:24]=[CH:23][C:22]2[C:25]3[CH2:26][N:27]([C:32]([O:34][C:35]([CH3:38])([CH3:37])[CH3:36])=[O:33])[CH2:28][CH2:29][C:30]=3[O:31][C:21]=2[CH:20]=1. The catalyst class is: 432. (5) Reactant: [CH2:1]([O:8][C:9]([N:11]1[CH2:15][CH:14]2[C:16](=[O:19])[CH2:17][CH2:18][CH:13]2[CH2:12]1)=[O:10])[C:2]1[CH:7]=[CH:6][CH:5]=[CH:4][CH:3]=1.C([BH-](C(CC)C)C(CC)C)(CC)C.[Li+].OO.O. The catalyst class is: 7. Product: [CH2:1]([O:8][C:9]([N:11]1[CH2:15][CH:14]2[CH:16]([OH:19])[CH2:17][CH2:18][CH:13]2[CH2:12]1)=[O:10])[C:2]1[CH:7]=[CH:6][CH:5]=[CH:4][CH:3]=1. (6) Reactant: [Cl:1][C:2]1[N:7]=[C:6]([Cl:8])[N:5]=[C:4](Cl)[N:3]=1.[CH3:10][C:11]1[CH:16]=[C:15]([CH3:17])[CH:14]=[C:13]([CH3:18])[C:12]=1[OH:19].[OH-].[Na+].CCOC(C)=O. Product: [Cl:1][C:2]1[N:7]=[C:6]([Cl:8])[N:5]=[C:4]([O:19][C:12]2[C:13]([CH3:18])=[CH:14][C:15]([CH3:17])=[CH:16][C:11]=2[CH3:10])[N:3]=1. The catalyst class is: 11. (7) Reactant: [I:1][C:2]1[C:10]2[C:5](=[CH:6][C:7]([CH3:11])=[CH:8][CH:9]=2)[NH:4][N:3]=1.Cl.Cl[CH2:14][CH2:15][CH2:16][N:17]([CH3:19])[CH3:18].C(=O)([O-])[O-].[K+].[K+].CN(C=O)C. Product: [I:1][C:2]1[C:10]2[C:5](=[CH:6][C:7]([CH3:11])=[CH:8][CH:9]=2)[N:4]([CH2:14][CH2:15][CH2:16][N:17]([CH3:19])[CH3:18])[N:3]=1. The catalyst class is: 6.